Dataset: Catalyst prediction with 721,799 reactions and 888 catalyst types from USPTO. Task: Predict which catalyst facilitates the given reaction. (1) Reactant: [CH3:1][C:2]1([CH3:12])[O:6][C@H:5]2[O:7][C@H:8]([CH:10]=[O:11])[CH2:9][C@H:4]2[O:3]1.[CH:13]1([Mg]Br)[CH2:17][CH2:16][CH2:15][CH2:14]1. Product: [CH3:1][C:2]1([CH3:12])[O:6][C@H:5]2[O:7][C@H:8]([CH:10]([CH:13]3[CH2:17][CH2:16][CH2:15][CH2:14]3)[OH:11])[CH2:9][C@H:4]2[O:3]1. The catalyst class is: 1. (2) Reactant: [Cl:1][C:2]1[CH:22]=[C:21]([Cl:23])[CH:20]=[CH:19][C:3]=1[CH2:4][N:5]([CH3:18])[CH2:6][C:7]([C:9]1[CH:14]=[CH:13][CH:12]=[C:11]([N+:15]([O-:17])=[O:16])[CH:10]=1)=[O:8].[BH4-].[Na+]. Product: [Cl:1][C:2]1[CH:22]=[C:21]([Cl:23])[CH:20]=[CH:19][C:3]=1[CH2:4][N:5]([CH3:18])[CH2:6][CH:7]([C:9]1[CH:14]=[CH:13][CH:12]=[C:11]([N+:15]([O-:17])=[O:16])[CH:10]=1)[OH:8]. The catalyst class is: 5.